This data is from Reaction yield outcomes from USPTO patents with 853,638 reactions. The task is: Predict the reaction yield, written as a fraction of the theoretical maximum amount of product (1.0 means a 100% yield; for example, 0.34 means a 34% yield). (1) The reactants are Cl.Cl.[NH:3]1[CH2:6][CH:5]([C:7]2[C:8]([O:30][CH3:31])=[C:9]([CH:15]([N:17]3[C:21]4=[N:22][CH:23]=[N:24][C:25]([NH2:26])=[C:20]4[C:19]([CH:27]([F:29])[F:28])=[N:18]3)[CH3:16])[CH:10]=[C:11]([Cl:14])[C:12]=2[F:13])[CH2:4]1.[CH3:32][C:33]([CH3:35])=O.C(N(CC)CC)C.C(O[BH-](OC(=O)C)OC(=O)C)(=O)C.[Na+]. The catalyst is C(Cl)Cl. The product is [Cl:14][C:11]1[C:12]([F:13])=[C:7]([CH:5]2[CH2:6][N:3]([CH:33]([CH3:35])[CH3:32])[CH2:4]2)[C:8]([O:30][CH3:31])=[C:9]([CH:15]([N:17]2[C:21]3=[N:22][CH:23]=[N:24][C:25]([NH2:26])=[C:20]3[C:19]([CH:27]([F:29])[F:28])=[N:18]2)[CH3:16])[CH:10]=1. The yield is 0.0680. (2) The reactants are [CH3:1][C:2]1[C:6]([CH2:7][N:8]2[CH:12]=[C:11]([N:13]3[CH2:18][CH2:17][CH2:16][NH:15][C:14]3=[O:19])[CH:10]=[N:9]2)=[C:5]([CH3:20])[O:4][N:3]=1.[H-].[Na+].[CH2:23](Br)[C:24]1[CH:29]=[CH:28][CH:27]=[CH:26][CH:25]=1. The catalyst is CN(C=O)C. The product is [CH2:23]([N:15]1[CH2:16][CH2:17][CH2:18][N:13]([C:11]2[CH:10]=[N:9][N:8]([CH2:7][C:6]3[C:2]([CH3:1])=[N:3][O:4][C:5]=3[CH3:20])[CH:12]=2)[C:14]1=[O:19])[C:24]1[CH:29]=[CH:28][CH:27]=[CH:26][CH:25]=1. The yield is 0.300. (3) The reactants are C(N(CCCN(CC1C=CC=CC=1)[C:9]([O:10][CH2:11][C:12]1[S:16][CH:15]=[N:14][CH:13]=1)=[O:17])[C:9](=[O:17])[O:10][CH2:11][C:12]1[S:16][CH:15]=[N:14][CH:13]=1)C1C=CC=CC=1.[C:38]([NH:45][CH2:46][CH2:47][CH2:48][NH2:49])([O:40][C:41]([CH3:44])([CH3:43])[CH3:42])=[O:39].C(N(C(C)C)CC)(C)C. No catalyst specified. The product is [S:16]1[C:12]([CH2:11][O:10][C:9]([NH:49][CH2:48][CH2:47][CH2:46][NH:45][C:38](=[O:39])[O:40][C:41]([CH3:42])([CH3:43])[CH3:44])=[O:17])=[CH:13][N:14]=[CH:15]1. The yield is 0.380. (4) The reactants are [C:1]1([C:7]2[S:11][N:10]=[CH:9][C:8]=2[C:12]([OH:14])=O)[CH:6]=[CH:5][CH:4]=[CH:3][CH:2]=1.CN(C(ON1N=N[C:25]2[CH:26]=[CH:27][CH:28]=[N:29][C:24]1=2)=[N+](C)C)C.F[P-](F)(F)(F)(F)F.CCN([CH:45]([CH3:47])[CH3:46])C(C)C.[CH3:48]N(C=O)C. The catalyst is O.CCOC(C)=O. The product is [N:29]1([C:12]([C:8]2[CH:9]=[N:10][S:11][C:7]=2[C:1]2[CH:2]=[CH:3][CH:4]=[CH:5][CH:6]=2)=[O:14])[CH:24]2[CH:25]([CH2:48][CH2:47][CH2:45][CH2:46]2)[CH2:26][CH2:27][CH2:28]1. The yield is 0.380. (5) The product is [NH2:29][C:2]1[CH:7]=[C:6]([CH2:8][NH:9][C:10]2[CH:28]=[CH:27][CH:26]=[CH:25][C:11]=2[C:12]([NH:14][C:15]2[CH:20]=[CH:19][CH:18]=[C:17]([C:21]([F:24])([F:23])[F:22])[CH:16]=2)=[O:13])[CH:5]=[CH:4][N:3]=1. The yield is 0.510. The reactants are Br[C:2]1[CH:7]=[C:6]([CH2:8][NH:9][C:10]2[CH:28]=[CH:27][CH:26]=[CH:25][C:11]=2[C:12]([NH:14][C:15]2[CH:20]=[CH:19][CH:18]=[C:17]([C:21]([F:24])([F:23])[F:22])[CH:16]=2)=[O:13])[CH:5]=[CH:4][N:3]=1.[NH3:29]. The catalyst is C(O)(O)C.[Cu-]=O. (6) The reactants are F[P-](F)(F)(F)(F)F.N1(O[P+](N(C)C)(N(C)C)N(C)C)C2C=CC=CC=2N=N1.[CH:28]1([CH2:33][CH:34]([C:38]2[CH:43]=[CH:42][C:41]([S:44][CH3:45])=[C:40]([C:46]([F:49])([F:48])[F:47])[CH:39]=2)[C:35](O)=[O:36])[CH2:32][CH2:31][CH2:30][CH2:29]1.C(N(CC)C(C)C)(C)C.[NH2:59][C:60]1[S:61][CH:62]=[CH:63][N:64]=1.Cl. The catalyst is CN(C)C=O.O. The product is [CH:28]1([CH2:33][CH:34]([C:38]2[CH:43]=[CH:42][C:41]([S:44][CH3:45])=[C:40]([C:46]([F:49])([F:48])[F:47])[CH:39]=2)[C:35]([NH:59][C:60]2[S:61][CH:62]=[CH:63][N:64]=2)=[O:36])[CH2:29][CH2:30][CH2:31][CH2:32]1. The yield is 0.431. (7) The reactants are [Cl:1][C:2]1[CH:7]=[CH:6][C:5](I)=[CH:4][N:3]=1.[F:9][C:10]1[CH:15]=[CH:14][CH:13]=[CH:12][C:11]=1[SH:16].C(=O)([O-])[O-].[K+].[K+].C(O)CO. The catalyst is [Cu]I.O.C(O)(C)C. The product is [Cl:1][C:2]1[CH:7]=[CH:6][C:5]([S:16][C:11]2[CH:12]=[CH:13][CH:14]=[CH:15][C:10]=2[F:9])=[CH:4][N:3]=1. The yield is 0.670. (8) The reactants are Cl[C:2]1[N:6]([CH3:7])[C:5]2[C:8]([CH:13]([CH2:16][CH3:17])[CH2:14][CH3:15])=[CH:9][CH:10]=[C:11]([Cl:12])[C:4]=2[N:3]=1.[Cl:18][C:19]1[CH:24]=[C:23]([N:25]([CH3:27])[CH3:26])[CH:22]=[C:21](Cl)[C:20]=1[OH:29].C(=O)([O-])[O-].[K+].[K+].CN1CCCC1=O. The catalyst is O. The product is [Cl:18][C:19]1[CH:24]=[C:23]([CH:22]=[CH:21][C:20]=1[O:29][C:2]1[N:6]([CH3:7])[C:5]2[C:8]([CH:13]([CH2:16][CH3:17])[CH2:14][CH3:15])=[CH:9][CH:10]=[C:11]([Cl:12])[C:4]=2[N:3]=1)[N:25]([CH3:27])[CH3:26]. The yield is 0.0600.